Task: Predict the reaction yield, written as a fraction of the theoretical maximum amount of product (1.0 means a 100% yield; for example, 0.34 means a 34% yield).. Dataset: Reaction yield outcomes from USPTO patents with 853,638 reactions (1) The reactants are C(N(C(C)C)CC)(C)C.[CH3:10][C:11]1[NH:15][N:14]=[C:13]([NH:16][C:17]2[CH:22]=[C:21]([N:23]3[CH2:28][CH2:27][N:26]([CH:29]4[CH2:34][CH2:33][N:32]([CH3:35])[CH2:31][CH2:30]4)[CH2:25][CH2:24]3)[N:20]=[C:19]([CH:36]=[CH:37][C:38]3[CH:43]=[CH:42][CH:41]=[CH:40][CH:39]=3)[N:18]=2)[CH:12]=1.CN1CCC(N2CCNCC2)CC1. No catalyst specified. The product is [CH3:10][C:11]1[NH:15][N:14]=[C:13]([NH:16][C:17]2[CH:22]=[C:21]([N:23]3[CH2:28][CH2:27][N:26]([CH:29]4[CH2:34][CH2:33][N:32]([CH3:35])[CH2:31][CH2:30]4)[CH2:25][CH2:24]3)[N:20]=[C:19](/[CH:36]=[CH:37]/[C:38]3[CH:39]=[CH:40][CH:41]=[CH:42][CH:43]=3)[N:18]=2)[CH:12]=1. The yield is 0.260. (2) The catalyst is CO.O1CCOCC1. The reactants are [C:1]([O:9][CH2:10][CH3:11])(=[O:8])[CH2:2][C:3]([O:5][CH2:6][CH3:7])=[O:4].[C:12](#[N:15])[CH:13]=[CH2:14].Cl. The yield is 0.758. The product is [C:12]([CH2:13][CH2:14][C:2]([CH2:14][CH2:13][C:12]#[N:15])([C:3]([O:5][CH2:6][CH3:7])=[O:4])[C:1]([O:9][CH2:10][CH3:11])=[O:8])#[N:15].